Dataset: Reaction yield outcomes from USPTO patents with 853,638 reactions. Task: Predict the reaction yield, written as a fraction of the theoretical maximum amount of product (1.0 means a 100% yield; for example, 0.34 means a 34% yield). The reactants are [OH:1][N:2]=[C:3]([Cl:14])[C@H:4]1[CH2:8][O:7][C:6]2([CH2:13][CH2:12][CH2:11][CH2:10][CH2:9]2)[O:5]1.[CH3:15][S:16](Cl)(=[O:18])=[O:17]. The catalyst is C1COCC1. The product is [CH3:15][S:16]([O:1][N:2]=[C:3]([Cl:14])[C@H:4]1[CH2:8][O:7][C:6]2([CH2:13][CH2:12][CH2:11][CH2:10][CH2:9]2)[O:5]1)(=[O:18])=[O:17]. The yield is 0.738.